From a dataset of Forward reaction prediction with 1.9M reactions from USPTO patents (1976-2016). Predict the product of the given reaction. (1) Given the reactants Cl[C:2]1[CH:3]=[C:4]([CH:11]=[CH:12][N:13]=1)[C:5]([N:7]([O:9][CH3:10])[CH3:8])=[O:6].[CH3:14][O:15][C:16]1[CH:32]=[CH:31][C:19]([CH2:20][NH:21][CH2:22][C:23]2[CH:28]=[CH:27][C:26]([O:29][CH3:30])=[CH:25][CH:24]=2)=[CH:18][CH:17]=1.CC(C)([O-])C.[Na+], predict the reaction product. The product is: [CH3:30][O:29][C:26]1[CH:25]=[CH:24][C:23]([CH2:22][N:21]([CH2:20][C:19]2[CH:31]=[CH:32][C:16]([O:15][CH3:14])=[CH:17][CH:18]=2)[C:2]2[CH:3]=[C:4]([CH:11]=[CH:12][N:13]=2)[C:5]([N:7]([O:9][CH3:10])[CH3:8])=[O:6])=[CH:28][CH:27]=1. (2) Given the reactants C(O[CH:4](OCC)[CH2:5][NH:6][CH2:7][C:8]1[CH:13]=[CH:12][CH:11]=[C:10]([O:14][CH2:15][C:16]([F:19])([F:18])[F:17])[C:9]=1[O:20]COC)C.[CH3:27][O:28][C:29]1[CH:30]=[C:31]([CH:34]=[C:35]([O:39][CH3:40])[C:36]=1[O:37][CH3:38])[CH:32]=O.[ClH:41], predict the reaction product. The product is: [ClH:41].[F:19][C:16]([F:17])([F:18])[CH2:15][O:14][C:10]1[C:9]([OH:20])=[C:8]2[C:13]([C:4]([CH2:32][C:31]3[CH:34]=[C:35]([O:39][CH3:40])[C:36]([O:37][CH3:38])=[C:29]([O:28][CH3:27])[CH:30]=3)=[CH:5][N:6]=[CH:7]2)=[CH:12][CH:11]=1. (3) The product is: [F:1][C:2]1[CH:3]=[CH:4][C:5]([C:8]2[N:12]([CH2:13][C:14](=[O:20])[CH2:15][C:16]([F:19])([F:17])[F:18])[N:11]=[C:10]([CH3:21])[C:9]=2[C:22]2[CH:23]=[CH:24][C:25]3[O:30][CH2:29][C:28](=[O:31])[NH:27][C:26]=3[CH:32]=2)=[CH:6][CH:7]=1. Given the reactants [F:1][C:2]1[CH:7]=[CH:6][C:5]([C:8]2[N:12]([CH2:13][CH:14]([OH:20])[CH2:15][C:16]([F:19])([F:18])[F:17])[N:11]=[C:10]([CH3:21])[C:9]=2[C:22]2[CH:23]=[CH:24][C:25]3[O:30][CH2:29][C:28](=[O:31])[NH:27][C:26]=3[CH:32]=2)=[CH:4][CH:3]=1.C(OI1(OC(=O)C)(OC(=O)C)C2C=CC=CC=2C(=O)O1)(=O)C, predict the reaction product. (4) The product is: [CH3:5][C:6]([NH:1][C:2]([NH2:4])=[O:3])([CH:8]([CH3:10])[CH3:9])[CH3:7]. Given the reactants [NH2:1][C:2]([NH2:4])=[O:3].[CH3:5][C:6](=[C:8]([CH3:10])[CH3:9])[CH3:7].S(=O)(=O)(O)O.[OH-].[Na+], predict the reaction product. (5) Given the reactants [CH3:1][O:2][C:3]1[N:8]=[CH:7][C:6]([N+:9]([O-:11])=[O:10])=[CH:5][CH:4]=1.Cl[CH2:13][S:14]([C:17]1[CH:22]=[CH:21][C:20]([CH3:23])=[CH:19][CH:18]=1)(=[O:16])=[O:15].CC(C)([O-])C.[K+], predict the reaction product. The product is: [CH3:1][O:2][C:3]1[N:8]=[C:7]([CH2:13][S:14]([C:17]2[CH:22]=[CH:21][C:20]([CH3:23])=[CH:19][CH:18]=2)(=[O:15])=[O:16])[C:6]([N+:9]([O-:11])=[O:10])=[CH:5][CH:4]=1. (6) Given the reactants [N:1]1([C:7]2[C:16]3[C:11](=[CH:12][CH:13]=[CH:14][CH:15]=3)[CH:10]=[C:9]([C:17]3[CH:22]=[CH:21][C:20]([S:23](=[O:28])(=[O:27])[NH:24][CH2:25][CH3:26])=[CH:19][CH:18]=3)[N:8]=2)[CH2:6][CH2:5][NH:4][CH2:3][CH2:2]1.C(N(CC)CC)C.[CH2:36](Br)[CH2:37][OH:38].[OH2:40].CN(C)[CH:43]=[O:44], predict the reaction product. The product is: [C:43]([OH:44])(=[O:27])[C:37]([OH:38])=[O:40].[OH:38][CH2:37][CH2:36][N:4]1[CH2:5][CH2:6][N:1]([C:7]2[C:16]3[C:11](=[CH:12][CH:13]=[CH:14][CH:15]=3)[CH:10]=[C:9]([C:17]3[CH:18]=[CH:19][C:20]([S:23](=[O:28])(=[O:27])[NH:24][CH2:25][CH3:26])=[CH:21][CH:22]=3)[N:8]=2)[CH2:2][CH2:3]1.